Dataset: Full USPTO retrosynthesis dataset with 1.9M reactions from patents (1976-2016). Task: Predict the reactants needed to synthesize the given product. (1) The reactants are: [CH3:1][C:2]([S@:5]([NH2:7])=[O:6])([CH3:4])[CH3:3].[Cl:8][C:9]1[CH:16]=[CH:15][C:14]([Cl:17])=[CH:13][C:10]=1C=O. Given the product [CH3:1][C:2]([S@:5]([NH:7][C:15]1[CH:16]=[C:9]([Cl:8])[CH:10]=[CH:13][C:14]=1[Cl:17])=[O:6])([CH3:4])[CH3:3], predict the reactants needed to synthesize it. (2) Given the product [CH3:30][C:31]1[CH:32]=[C:33]([CH:34]([C:10]2[NH:9][N:8]=[C:7]([C:2]([F:1])([F:18])[C:3]([F:4])([F:5])[F:6])[CH:11]=2)[OH:35])[CH:36]=[CH:37][C:38]=1[N+:39]([O-:41])=[O:40], predict the reactants needed to synthesize it. The reactants are: [F:1][C:2]([F:18])([C:7]1[CH:11]=[CH:10][N:9](CN2CCCC2)[N:8]=1)[C:3]([F:6])([F:5])[F:4].CCCCCC.C([Li])CCC.[CH3:30][C:31]1[CH:32]=[C:33]([CH:36]=[CH:37][C:38]=1[N+:39]([O-:41])=[O:40])[CH:34]=[O:35]. (3) The reactants are: [Br:1][C:2]1[CH:3]=[C:4](/[C:8](/[C:16]2[CH:20]=[C:19]([CH:21]3[O:25][CH2:24][CH2:23][O:22]3)[S:18][CH:17]=2)=[N:9]\[S:10]([C:12]([CH3:15])([CH3:14])[CH3:13])=[O:11])[CH:5]=[CH:6][CH:7]=1.[Li]C.[CH3:28]COCC. Given the product [Br:1][C:2]1[CH:3]=[C:4]([C@@:8]([NH:9][S:10]([C:12]([CH3:15])([CH3:14])[CH3:13])=[O:11])([C:16]2[CH:20]=[C:19]([CH:21]3[O:25][CH2:24][CH2:23][O:22]3)[S:18][CH:17]=2)[CH3:28])[CH:5]=[CH:6][CH:7]=1, predict the reactants needed to synthesize it. (4) Given the product [CH3:19][C@@H:28]1[CH2:23][N:22]([CH3:21])[CH2:25][CH2:26][N:27]1[C:2]1[N:7]=[CH:6][N:5]=[C:4]([NH2:8])[CH:3]=1, predict the reactants needed to synthesize it. The reactants are: Cl[C:2]1[N:7]=[CH:6][N:5]=[C:4]([NH2:8])[CH:3]=1.CCN(C(C)C)C(C)C.Br[C:19]1[C:28]2[C:23](=C[CH:25]=[C:26](OC)[N:27]=2)[N:22]=[CH:21]C=1N. (5) Given the product [C:31]([C:28]1[CH:27]=[CH:26][C:25]([C:6]2[N:7]([C:15]3[CH:20]=[CH:19][C:18]([O:21][CH:22]([CH3:23])[CH3:24])=[CH:17][CH:16]=3)[C:8]3[C:13]([C:5]=2[C:3]([OH:2])=[O:4])=[CH:12][C:11]([O:14][C:40]2[CH:39]=[CH:38][CH:37]=[C:36]([Cl:35])[CH:41]=2)=[CH:10][CH:9]=3)=[CH:30][CH:29]=1)([OH:33])=[O:32], predict the reactants needed to synthesize it. The reactants are: C[O:2][C:3]([C:5]1[C:13]2[C:8](=[CH:9][CH:10]=[C:11]([OH:14])[CH:12]=2)[N:7]([C:15]2[CH:20]=[CH:19][C:18]([O:21][CH:22]([CH3:24])[CH3:23])=[CH:17][CH:16]=2)[C:6]=1[C:25]1[CH:30]=[CH:29][C:28]([C:31]([O:33]C)=[O:32])=[CH:27][CH:26]=1)=[O:4].[Cl:35][C:36]1[CH:37]=[C:38](B(O)O)[CH:39]=[CH:40][CH:41]=1. (6) Given the product [NH:1]1[C:9]2[C:4](=[C:5]([C:10]3[N:11]=[C:12]([N:21]4[CH2:22][CH2:23][O:24][CH2:25][CH2:26]4)[C:13]4[S:18][C:17]([CH2:19][N:31]5[CH2:32][CH2:33][N:28]([CH3:27])[CH2:29][CH2:30]5)=[CH:16][C:14]=4[N:15]=3)[CH:6]=[CH:7][CH:8]=2)[CH:3]=[N:2]1, predict the reactants needed to synthesize it. The reactants are: [NH:1]1[C:9]2[C:4](=[C:5]([C:10]3[N:11]=[C:12]([N:21]4[CH2:26][CH2:25][O:24][CH2:23][CH2:22]4)[C:13]4[S:18][C:17]([CH:19]=O)=[CH:16][C:14]=4[N:15]=3)[CH:6]=[CH:7][CH:8]=2)[CH:3]=[N:2]1.[CH3:27][N:28]1[CH2:33][CH2:32][NH:31][CH2:30][CH2:29]1.C(O[BH-](OC(=O)C)OC(=O)C)(=O)C.[Na+].C([O-])(O)=O.[Na+]. (7) The reactants are: [C:1]([Cl:6])(=O)[C:2](Cl)=O.[Cl:7][C:8]1[NH:12][C:11]2[CH:13]=[C:14]([NH:20][C:21]([C:23]3[CH:28]=[CH:27][CH:26]=[CH:25][C:24]=3[C:29]([F:32])([F:31])[F:30])=[O:22])[CH:15]=[C:16]([C:17]([OH:19])=O)[C:10]=2[N:9]=1. Given the product [Cl:7][C:8]1[NH:12][C:11]2[CH:13]=[C:14]([NH:20][C:21]([C:23]3[CH:28]=[CH:27][CH:26]=[CH:25][C:24]=3[C:29]([F:32])([F:31])[F:30])=[O:22])[CH:15]=[C:16]([C:17]([NH:9][C:10]3[CH:11]=[CH:13][CH:2]=[C:1]([Cl:6])[C:16]=3[CH3:15])=[O:19])[C:10]=2[N:9]=1, predict the reactants needed to synthesize it.